From a dataset of Reaction yield outcomes from USPTO patents with 853,638 reactions. Predict the reaction yield, written as a fraction of the theoretical maximum amount of product (1.0 means a 100% yield; for example, 0.34 means a 34% yield). (1) The reactants are C(C1C=C(NC(=O)CCCC2C=CC([B:25]([OH:27])[OH:26])=CC=2)C=CC=1S(CC)(=O)=O)#N.Br[C:30]1[CH:35]=[CH:34][C:33]([CH2:36][CH2:37][CH2:38][C:39]([NH:41][C:42]2[CH:43]=[CH:44][C:45]([S:58]([CH:61]([CH3:63])[CH3:62])(=[O:60])=[O:59])=[C:46]([CH:57]=2)[CH2:47][N:48]([CH3:56])[C:49](=[O:55])[O:50][C:51]([CH3:54])([CH3:53])[CH3:52])=[O:40])=[CH:32][CH:31]=1.CC1(C)COB(B2OCC(C)(C)CO2)OC1.B(O)O. No catalyst specified. The product is [C:51]([O:50][C:49]([N:48]([CH2:47][C:46]1[CH:57]=[C:42]([NH:41][C:39](=[O:40])[CH2:38][CH2:37][CH2:36][C:33]2[CH:34]=[CH:35][C:30]([B:25]([OH:27])[OH:26])=[CH:31][CH:32]=2)[CH:43]=[CH:44][C:45]=1[S:58]([CH:61]([CH3:63])[CH3:62])(=[O:60])=[O:59])[CH3:56])=[O:55])([CH3:54])([CH3:53])[CH3:52]. The yield is 0.800. (2) The reactants are [CH2:1]([C:3]1[S:28][C:6]2[N:7]([CH2:13][C:14]3[CH:19]=[CH:18][C:17]([C:20]4[C:21]([C:26]#[N:27])=[CH:22][CH:23]=[CH:24][CH:25]=4)=[CH:16][CH:15]=3)[C:8](=[O:12])[NH:9][C:10](=[O:11])[C:5]=2[CH:4]=1)[CH3:2].Br[CH2:30][C:31]([C:33]1[S:34][C:35]([Cl:38])=[CH:36][CH:37]=1)=[O:32].CN(C)C=O.[H-].[Na+]. The catalyst is C(OCC)(=O)C. The product is [Cl:38][C:35]1[S:34][C:33]([C:31](=[O:32])[CH2:30][N:9]2[C:10](=[O:11])[C:5]3[CH:4]=[C:3]([CH2:1][CH3:2])[S:28][C:6]=3[N:7]([CH2:13][C:14]3[CH:19]=[CH:18][C:17]([C:20]4[C:21]([C:26]#[N:27])=[CH:22][CH:23]=[CH:24][CH:25]=4)=[CH:16][CH:15]=3)[C:8]2=[O:12])=[CH:37][CH:36]=1. The yield is 0.560. (3) The reactants are [F:1][C:2]1[CH:3]=[CH:4][C:5]([O:15][C:16]([F:19])([F:18])[F:17])=[C:6]2[C:10]=1[N:9]([CH2:11][CH2:12][O:13][CH3:14])[CH:8]=[CH:7]2.[C:20](O[C:20]([C:22]([F:25])([F:24])[F:23])=[O:21])([C:22]([F:25])([F:24])[F:23])=[O:21]. The catalyst is CN(C=O)C. The product is [F:23][C:22]([F:25])([F:24])[C:20]([C:7]1[C:6]2[C:10](=[C:2]([F:1])[CH:3]=[CH:4][C:5]=2[O:15][C:16]([F:19])([F:17])[F:18])[N:9]([CH2:11][CH2:12][O:13][CH3:14])[CH:8]=1)=[O:21]. The yield is 0.890. (4) The reactants are CC1(C)C(C)(C)OB([C:9]2[CH:10]=[C:11]([CH2:15][C:16]([O:18][CH2:19][CH3:20])=[O:17])[CH:12]=[CH:13][CH:14]=2)O1.Br[C:23]1[N:27]([CH3:28])[N:26]=[CH:25][CH:24]=1.C([O-])([O-])=O.[K+].[K+].O1CCOCC1. The catalyst is C1C=CC(P(C2C=CC=CC=2)[C-]2C=CC=C2)=CC=1.C1C=CC(P(C2C=CC=CC=2)[C-]2C=CC=C2)=CC=1.Cl[Pd]Cl.[Fe+2].O. The product is [CH3:28][N:27]1[C:23]([C:9]2[CH:10]=[C:11]([CH2:15][C:16]([O:18][CH2:19][CH3:20])=[O:17])[CH:12]=[CH:13][CH:14]=2)=[CH:24][CH:25]=[N:26]1. The yield is 0.700. (5) The yield is 0.680. The product is [C:1]([O:5][C:6]([N:8]1[CH2:13][CH2:12][CH:11]([C:14]2[N:18]([C:19]3[CH:24]=[CH:23][C:22]([CH:25]([CH3:26])[CH3:27])=[CH:21][CH:20]=3)[N:17]=[CH:16][C:15]=2[C:28]([OH:30])=[O:29])[CH2:10][CH2:9]1)=[O:7])([CH3:2])([CH3:4])[CH3:3]. The reactants are [C:1]([O:5][C:6]([N:8]1[CH2:13][CH2:12][CH:11]([C:14]2[N:18]([C:19]3[CH:24]=[CH:23][C:22]([CH:25]([CH3:27])[CH3:26])=[CH:21][CH:20]=3)[N:17]=[CH:16][C:15]=2[C:28]([O:30]CC)=[O:29])[CH2:10][CH2:9]1)=[O:7])([CH3:4])([CH3:3])[CH3:2].[OH-].[Na+]. The catalyst is C(O)C. (6) The reactants are [Br:1][C:2]1[CH:3]=[N:4][CH:5]=[C:6](Br)[CH:7]=1.C([O-])([O-])=O.[K+].[K+].[CH3:15][N:16](Cl)[CH3:17]. The catalyst is CN(C=O)C. The product is [Br:1][C:2]1[CH:7]=[C:6]([N:16]([CH3:17])[CH3:15])[CH:5]=[N:4][CH:3]=1. The yield is 0.880. (7) The reactants are [ClH:1].[NH2:2][C:3]1[N:8]=[C:7]([NH:9][C:10]2[CH:11]=[C:12]([CH:25]=[CH:26][CH:27]=2)[C:13]([NH:15][C:16]2[CH:21]=[CH:20][C:19]([N+:22]([O-])=O)=[CH:18][CH:17]=2)=[O:14])[CH:6]=[C:5]([CH3:28])[N:4]=1. The catalyst is [Pd].CO. The product is [ClH:1].[NH2:2][C:3]1[N:8]=[C:7]([NH:9][C:10]2[CH:11]=[C:12]([CH:25]=[CH:26][CH:27]=2)[C:13]([NH:15][C:16]2[CH:21]=[CH:20][C:19]([NH2:22])=[CH:18][CH:17]=2)=[O:14])[CH:6]=[C:5]([CH3:28])[N:4]=1. The yield is 0.580.